This data is from Catalyst prediction with 721,799 reactions and 888 catalyst types from USPTO. The task is: Predict which catalyst facilitates the given reaction. (1) Reactant: Br[C:2]1[CH:3]=[CH:4][C:5]([O:8][CH2:9][CH2:10][N:11]2[CH2:15][CH2:14][CH2:13][CH2:12]2)=[N:6][CH:7]=1.[Li]CCCC.[CH3:21][O:22][C:23]1[CH:24]=[C:25]2[C:30](=[CH:31][CH:32]=1)[C:29](=[O:33])[CH2:28][CH2:27][CH2:26]2.C([O-])(O)=O.[Na+]. Product: [CH3:21][O:22][C:23]1[CH:24]=[C:25]2[C:30](=[CH:31][CH:32]=1)[C:29]([C:2]1[CH:7]=[N:6][C:5]([O:8][CH2:9][CH2:10][N:11]3[CH2:15][CH2:14][CH2:13][CH2:12]3)=[CH:4][CH:3]=1)([OH:33])[CH2:28][CH2:27][CH2:26]2. The catalyst class is: 1. (2) Reactant: [CH:1]1([C:4]2[CH:34]=[CH:33][C:7]([O:8][C:9](=[CH:31][CH3:32])[C:10]([NH:12][C:13]3[CH:18]=[CH:17][C:16]([O:19][CH2:20][CH2:21][O:22][CH:23]4[CH2:28][CH2:27][CH2:26][CH2:25][O:24]4)=[C:15]([O:29][CH3:30])[CH:14]=3)=[O:11])=[CH:6][CH:5]=2)[CH2:3][CH2:2]1.[H-].[Na+].[CH2:37](Br)[CH:38]=[CH2:39]. Product: [CH2:39]([N:12]([C:13]1[CH:18]=[CH:17][C:16]([O:19][CH2:20][CH2:21][O:22][CH:23]2[CH2:28][CH2:27][CH2:26][CH2:25][O:24]2)=[C:15]([O:29][CH3:30])[CH:14]=1)[C:10](=[O:11])[C:9]([O:8][C:7]1[CH:33]=[CH:34][C:4]([CH:1]2[CH2:3][CH2:2]2)=[CH:5][CH:6]=1)=[CH:31][CH3:32])[CH:38]=[CH2:37]. The catalyst class is: 3.